This data is from Full USPTO retrosynthesis dataset with 1.9M reactions from patents (1976-2016). The task is: Predict the reactants needed to synthesize the given product. (1) Given the product [Cl:1][C:2]1[CH:7]=[CH:6][C:5]([N:8]2[C:13](=[O:14])[CH:12]=[C:11]([C:15]([F:18])([F:16])[F:17])[N:10]([CH3:19])[C:9]2=[O:20])=[CH:4][C:3]=1[CH:21]=[CH:25][C:23]#[N:24], predict the reactants needed to synthesize it. The reactants are: [Cl:1][C:2]1[CH:7]=[CH:6][C:5]([N:8]2[C:13](=[O:14])[CH:12]=[C:11]([C:15]([F:18])([F:17])[F:16])[N:10]([CH3:19])[C:9]2=[O:20])=[CH:4][C:3]=1[CH:21]=O.[C:23]([CH2:25]P(=O)(OCC)OCC)#[N:24].C(=O)([O-])[O-].[K+].[K+].O. (2) Given the product [C:12]([O:16][C:17](=[O:33])[C:18]1[C:23]([F:24])=[CH:22][C:21]([N:25]2[CH2:31][CH:29]([CH2:30][NH:36][C:1](=[O:5])[CH3:2])[O:28][C:26]2=[O:27])=[CH:20][C:19]=1[F:32])([CH3:13])([CH3:15])[CH3:14], predict the reactants needed to synthesize it. The reactants are: [C:1]([O:5][Li])(C)(C)[CH3:2].C1COCC1.[C:12]([O:16][C:17](=[O:33])[C:18]1[C:23]([F:24])=[CH:22][C:21]([NH:25][C:26]([O:28][CH:29]([CH3:31])[CH3:30])=[O:27])=[CH:20][C:19]=1[F:32])([CH3:15])([CH3:14])[CH3:13].CO.[NH4+:36].[Cl-]. (3) Given the product [C:3]([C:7]1[N:11]([CH2:12][CH:13]2[CH2:14][CH2:15][C:16]([F:19])([F:20])[CH2:17][CH2:18]2)[C:10]2[CH:21]=[CH:22][C:23]([S:25]([N:28]3[CH2:33][CH2:32][CH2:31][C@H:30]([C:34]([OH:36])=[O:35])[CH2:29]3)(=[O:27])=[O:26])=[CH:24][C:9]=2[N:8]=1)([CH3:6])([CH3:4])[CH3:5], predict the reactants needed to synthesize it. The reactants are: [OH-].[Na+].[C:3]([C:7]1[N:11]([CH2:12][CH:13]2[CH2:18][CH2:17][C:16]([F:20])([F:19])[CH2:15][CH2:14]2)[C:10]2[CH:21]=[CH:22][C:23]([S:25]([N:28]3[CH2:33][CH2:32][CH2:31][C@H:30]([C:34]([O:36]CC)=[O:35])[CH2:29]3)(=[O:27])=[O:26])=[CH:24][C:9]=2[N:8]=1)([CH3:6])([CH3:5])[CH3:4]. (4) Given the product [Cl:24][C:25]1[CH:26]=[C:27]([C:2]2[CH:3]=[C:4]3[C:8]4=[C:9]([CH2:11][CH2:12][N:7]4[C@H:6]4[CH2:13][CH2:14][N:15]([C:17]([O:19][C:20]([CH3:23])([CH3:22])[CH3:21])=[O:18])[CH2:16][C@@H:5]34)[CH:10]=2)[CH:28]=[C:29]([Cl:31])[CH:30]=1, predict the reactants needed to synthesize it. The reactants are: Br[C:2]1[CH:3]=[C:4]2[C:8]3=[C:9]([CH2:11][CH2:12][N:7]3[C@H:6]3[CH2:13][CH2:14][N:15]([C:17]([O:19][C:20]([CH3:23])([CH3:22])[CH3:21])=[O:18])[CH2:16][C@@H:5]23)[CH:10]=1.[Cl:24][C:25]1[CH:26]=[C:27](B(O)O)[CH:28]=[C:29]([Cl:31])[CH:30]=1. (5) Given the product [F:1][C:2]1[CH:3]=[C:4]([N:8]2[C:12]([CH3:13])=[C:11]([CH:14]([NH2:16])[CH3:15])[CH:10]=[N:9]2)[CH:5]=[CH:6][CH:7]=1, predict the reactants needed to synthesize it. The reactants are: [F:1][C:2]1[CH:3]=[C:4]([N:8]2[C:12]([CH3:13])=[C:11]([C:14](=[N:16]O)[CH3:15])[CH:10]=[N:9]2)[CH:5]=[CH:6][CH:7]=1. (6) Given the product [O:24]=[S:16]1(=[O:25])[C:17]2[CH:23]=[CH:22][CH:21]=[CH:20][C:18]=2[CH2:19][N:13]([C:4]2[CH:3]=[C:2]([NH:32][CH2:31][CH:27]3[CH2:28][CH2:29][CH2:30][NH:26]3)[C:11]3[C:6](=[CH:7][CH:8]=[C:9]([CH3:12])[CH:10]=3)[N:5]=2)[CH2:14][CH2:15]1, predict the reactants needed to synthesize it. The reactants are: Cl[C:2]1[C:11]2[C:6](=[CH:7][CH:8]=[C:9]([CH3:12])[CH:10]=2)[N:5]=[C:4]([N:13]2[CH2:19][C:18]3[CH:20]=[CH:21][CH:22]=[CH:23][C:17]=3[S:16](=[O:25])(=[O:24])[CH2:15][CH2:14]2)[CH:3]=1.[NH:26]1[CH2:30][CH2:29][CH2:28][CH:27]1[CH2:31][NH2:32]. (7) Given the product [C:22]([O:21][C:19]([N:14]1[CH2:15][CH2:16][CH2:17][CH2:18][C@H:13]1[CH:12]([C:8]1[CH:9]=[CH:10][CH:11]=[C:6]([C:4]([O:3][CH2:1][CH3:2])=[O:5])[CH:7]=1)[O:26][C:29]([NH:52][C:53]1[CH:54]=[C:55]2[C:59](=[CH:60][CH:61]=1)[N:58]([C:62]([O:64][C:65]([CH3:68])([CH3:67])[CH3:66])=[O:63])[N:57]=[CH:56]2)=[O:30])=[O:20])([CH3:25])([CH3:24])[CH3:23], predict the reactants needed to synthesize it. The reactants are: [CH2:1]([O:3][C:4]([C:6]1[CH:7]=[C:8]([CH:12]([OH:26])[C@@H:13]2[CH2:18][CH2:17][CH2:16][CH2:15][N:14]2[C:19]([O:21][C:22]([CH3:25])([CH3:24])[CH3:23])=[O:20])[CH:9]=[CH:10][CH:11]=1)=[O:5])[CH3:2].C1C(=O)N(OC(ON2C(=O)CCC2=O)=O)[C:29](=[O:30])C1.C(N(CC)CC)C.[NH2:52][C:53]1[CH:54]=[C:55]2[C:59](=[CH:60][CH:61]=1)[N:58]([C:62]([O:64][C:65]([CH3:68])([CH3:67])[CH3:66])=[O:63])[N:57]=[CH:56]2.C(=O)([O-])O.[Na+]. (8) Given the product [F:28][C:2]([F:27])([F:1])[S:3]([O:6][C:7]1[CH:8]=[CH:9][C:10]([C@H:13]2[CH2:18][CH2:17][C@H:16]([N:19]([CH2:20][C:21]3[CH:22]=[CH:23][CH:24]=[CH:25][CH:26]=3)[CH2:46][C@H:45]([OH:47])[CH2:44][O:43][C:40]3[CH:41]=[CH:42][C:37]([O:36][CH2:29][C:30]4[CH:35]=[CH:34][CH:33]=[CH:32][CH:31]=4)=[C:38]([N:48]([C:53]([O:55][C:56]([CH3:59])([CH3:58])[CH3:57])=[O:54])[S:49]([CH3:52])(=[O:50])=[O:51])[CH:39]=3)[CH2:15][CH2:14]2)=[CH:11][CH:12]=1)(=[O:4])=[O:5], predict the reactants needed to synthesize it. The reactants are: [F:1][C:2]([F:28])([F:27])[S:3]([O:6][C:7]1[CH:12]=[CH:11][C:10]([C@H:13]2[CH2:18][CH2:17][C@H:16]([NH:19][CH2:20][C:21]3[CH:26]=[CH:25][CH:24]=[CH:23][CH:22]=3)[CH2:15][CH2:14]2)=[CH:9][CH:8]=1)(=[O:5])=[O:4].[CH2:29]([O:36][C:37]1[CH:42]=[CH:41][C:40]([O:43][CH2:44][C@H:45]2[O:47][CH2:46]2)=[CH:39][C:38]=1[N:48]([C:53]([O:55][C:56]([CH3:59])([CH3:58])[CH3:57])=[O:54])[S:49]([CH3:52])(=[O:51])=[O:50])[C:30]1[CH:35]=[CH:34][CH:33]=[CH:32][CH:31]=1.